This data is from Full USPTO retrosynthesis dataset with 1.9M reactions from patents (1976-2016). The task is: Predict the reactants needed to synthesize the given product. (1) Given the product [CH3:4][C:5]1[N:10]=[CH:9][C:8]([N:11]2[C:15]([C:16]3[CH:20]=[CH:19][N:18]([CH3:21])[CH:17]=3)=[CH:14][C:13]([C:22]([OH:24])=[O:23])=[N:12]2)=[CH:7][CH:6]=1, predict the reactants needed to synthesize it. The reactants are: O.[OH-].[Li+].[CH3:4][C:5]1[N:10]=[CH:9][C:8]([N:11]2[C:15]([C:16]3[CH:20]=[CH:19][N:18]([CH3:21])[CH:17]=3)=[CH:14][C:13]([C:22]([O:24]C)=[O:23])=[N:12]2)=[CH:7][CH:6]=1. (2) The reactants are: [H-].[Na+].[Cl:3][C:4]1[CH:5]=[C:6]([NH:10][S:11](/[CH:14]=[CH:15]/[C:16]2[CH:21]=[CH:20][CH:19]=[C:18]([Cl:22])[CH:17]=2)(=[O:13])=[O:12])[CH:7]=[CH:8][CH:9]=1.[Cl:23][C:24]1[CH:25]=[C:26]([CH:29]=[CH:30][CH:31]=1)[CH2:27]Br.O. Given the product [Cl:23][C:24]1[CH:25]=[C:26]([CH:29]=[CH:30][CH:31]=1)[CH2:27][N:10]([C:6]1[CH:7]=[CH:8][CH:9]=[C:4]([Cl:3])[CH:5]=1)[S:11](/[CH:14]=[CH:15]/[C:16]1[CH:21]=[CH:20][CH:19]=[C:18]([Cl:22])[CH:17]=1)(=[O:13])=[O:12], predict the reactants needed to synthesize it. (3) The reactants are: [C:1]([N:4]([C:6]1[CH:7]=[C:8]2[C:12](=[CH:13][CH:14]=1)[NH:11][C:10]([C:15]([OH:17])=[O:16])=[CH:9]2)[CH3:5])(=[O:3])[CH3:2].CI.[Li+].[OH-].[C:22]([O-])([O-])=O.[Cs+].[Cs+].C(N)C.C(OC(=O)C)(=O)C. Given the product [C:1]([N:4]([C:6]1[CH:7]=[C:8]2[C:12](=[CH:13][CH:14]=1)[NH:11][C:10]([C:15]([OH:17])=[O:16])=[CH:9]2)[CH2:5][CH3:22])(=[O:3])[CH3:2], predict the reactants needed to synthesize it. (4) Given the product [Cl:8][C:4]1[C:3]([C:9]2[S:10][C:11]3[C:12]([Cl:18])=[N:13][CH:14]=[CH:15][C:16]=3[N:17]=2)=[C:2]([CH:7]=[CH:6][CH:5]=1)[C:20]#[N:21], predict the reactants needed to synthesize it. The reactants are: Br[C:2]1[CH:7]=[CH:6][CH:5]=[C:4]([Cl:8])[C:3]=1[C:9]1[S:10][C:11]2[C:12]([Cl:18])=[N:13][CH:14]=[CH:15][C:16]=2[N:17]=1.[Cu][C:20]#[N:21].O. (5) Given the product [N:14]1[CH:15]=[CH:16][C:11]([C:8]2[N:6]3[N:7]=[C:2]([NH:24][CH2:23][C:19]4[CH:18]=[N:17][CH:22]=[CH:21][CH:20]=4)[CH:3]=[CH:4][C:5]3=[N:10][CH:9]=2)=[CH:12][CH:13]=1, predict the reactants needed to synthesize it. The reactants are: Cl[C:2]1[CH:3]=[CH:4][C:5]2[N:6]([C:8]([C:11]3[CH:16]=[CH:15][N:14]=[CH:13][CH:12]=3)=[CH:9][N:10]=2)[N:7]=1.[N:17]1[CH:22]=[CH:21][CH:20]=[C:19]([CH2:23][NH2:24])[CH:18]=1.